From a dataset of Forward reaction prediction with 1.9M reactions from USPTO patents (1976-2016). Predict the product of the given reaction. (1) Given the reactants C[Si]([N-][Si](C)(C)C)(C)C.[K+].[CH3:11][O:12][C:13](=[O:50])[N:14]([CH2:37][C:38]1[CH:43]=[C:42]([C:44]([F:47])([F:46])[F:45])[CH:41]=[C:40]([CH:48]=O)[CH:39]=1)[CH2:15][C:16]1[CH:21]=[C:20]([C:22]([F:25])([F:24])[F:23])[CH:19]=[CH:18][C:17]=1[C:26]1[CH:31]=[C:30]([CH:32]([CH3:34])[CH3:33])[CH:29]=[CH:28][C:27]=1[O:35][CH3:36].[C:51]([O-])(O)=O.[Na+], predict the reaction product. The product is: [CH3:11][O:12][C:13](=[O:50])[N:14]([CH2:15][C:16]1[CH:21]=[C:20]([C:22]([F:24])([F:25])[F:23])[CH:19]=[CH:18][C:17]=1[C:26]1[CH:31]=[C:30]([CH:32]([CH3:34])[CH3:33])[CH:29]=[CH:28][C:27]=1[O:35][CH3:36])[CH2:37][C:38]1[CH:39]=[C:40]([CH:48]=[CH2:51])[CH:41]=[C:42]([C:44]([F:47])([F:46])[F:45])[CH:43]=1. (2) Given the reactants [C:1]([O:5][C:6]([N:8]1[CH2:13][CH2:12][NH:11][C@@H:10]([C:14]([OH:16])=[O:15])[CH2:9]1)=[O:7])([CH3:4])([CH3:3])[CH3:2].[CH:17]1([CH:22]=O)[CH2:21][CH2:20][CH2:19][CH2:18]1.C(O)(=O)C.[BH-](OC(C)=O)(OC(C)=O)OC(C)=O.[Na+], predict the reaction product. The product is: [C:1]([O:5][C:6]([N:8]1[CH2:13][CH2:12][N:11]([CH2:22][CH:17]2[CH2:21][CH2:20][CH2:19][CH2:18]2)[C@@H:10]([C:14]([OH:16])=[O:15])[CH2:9]1)=[O:7])([CH3:4])([CH3:2])[CH3:3].